This data is from Peptide-MHC class II binding affinity with 134,281 pairs from IEDB. The task is: Regression. Given a peptide amino acid sequence and an MHC pseudo amino acid sequence, predict their binding affinity value. This is MHC class II binding data. (1) The peptide sequence is APADDKFTVFEAAFN. The MHC is HLA-DQA10501-DQB10301 with pseudo-sequence HLA-DQA10501-DQB10301. The binding affinity (normalized) is 0.598. (2) The peptide sequence is TRLFTIRQEMANRGL. The MHC is DRB1_0405 with pseudo-sequence DRB1_0405. The binding affinity (normalized) is 0.190. (3) The peptide sequence is MFKVAATAANAAPAN. The MHC is DRB1_0901 with pseudo-sequence DRB1_0901. The binding affinity (normalized) is 0.474. (4) The peptide sequence is EKKYFAWTQFEPLAA. The MHC is HLA-DQA10501-DQB10201 with pseudo-sequence HLA-DQA10501-DQB10201. The binding affinity (normalized) is 0.571. (5) The peptide sequence is QAYAATVAAAPQVKY. The MHC is HLA-DQA10301-DQB10301 with pseudo-sequence HLA-DQA10301-DQB10301. The binding affinity (normalized) is 0.838. (6) The peptide sequence is CVPKVTFTVEKGSNE. The MHC is DRB1_1001 with pseudo-sequence DRB1_1001. The binding affinity (normalized) is 0.299.